This data is from Forward reaction prediction with 1.9M reactions from USPTO patents (1976-2016). The task is: Predict the product of the given reaction. (1) Given the reactants Cl[C:2]1[N:7]=[CH:6][C:5](CC2C=C3C(=C4C=CC=CC=24)N=CNC3=O)=[CH:4][CH:3]=1.[CH3:24][O:25][C:26]1[CH:47]=[CH:46][C:29]([CH2:30][C:31]2[CH:32]=[C:33]3[C:38](=[C:39]4[CH:44]=[CH:43][CH:42]=[CH:41][C:40]=24)[N:37]=[CH:36][NH:35][C:34]3=[O:45])=[CH:28][CH:27]=1.IC1C=NC=CC=1.C(=O)([O-])[O-].[Cs+].[Cs+].CN[C@@H]1CCCC[C@H]1NC, predict the reaction product. The product is: [CH3:24][O:25][C:26]1[CH:27]=[CH:28][C:29]([CH2:30][C:31]2[CH:32]=[C:33]3[C:38](=[C:39]4[CH:44]=[CH:43][CH:42]=[CH:41][C:40]=24)[N:37]=[CH:36][NH:35][C:34]3=[O:45])=[CH:46][CH:47]=1.[CH3:24][O:25][C:26]1[CH:27]=[CH:28][C:29]([CH2:30][C:31]2[CH:32]=[C:33]3[C:38](=[C:39]4[CH:44]=[CH:43][CH:42]=[CH:41][C:40]=24)[N:37]=[CH:36][N:35]([C:5]2[CH:6]=[N:7][CH:2]=[CH:3][CH:4]=2)[C:34]3=[O:45])=[CH:46][CH:47]=1. (2) Given the reactants [NH2:1][CH:2]1[CH2:7][CH2:6][N:5]([CH2:8][CH2:9][N:10]2[C:19]3[C:14](=[CH:15][CH:16]=[C:17]([O:20][CH3:21])[CH:18]=3)[C:13](=[O:22])[CH:12]=[CH:11]2)[CH2:4][CH2:3]1.[O:23]1[C:32]2[CH:31]=[C:30]([CH:33]=O)[N:29]=[CH:28][C:27]=2[O:26][CH2:25][CH2:24]1.C(O[BH-](OC(=O)C)OC(=O)C)(=O)C.[Na+], predict the reaction product. The product is: [O:23]1[C:32]2[CH:31]=[C:30]([CH2:33][NH:1][CH:2]3[CH2:7][CH2:6][N:5]([CH2:8][CH2:9][N:10]4[C:19]5[C:14](=[CH:15][CH:16]=[C:17]([O:20][CH3:21])[CH:18]=5)[C:13](=[O:22])[CH:12]=[CH:11]4)[CH2:4][CH2:3]3)[N:29]=[CH:28][C:27]=2[O:26][CH2:25][CH2:24]1. (3) The product is: [CH2:21]([CH:9]1[C:6]([CH:7]=[O:8])=[CH:5][N:4]([C:17]([O:16][C:10]2[CH:15]=[CH:14][CH:13]=[CH:12][CH:11]=2)=[O:18])[CH:3]=[C:2]1[Br:1])[C:22]1[CH:27]=[CH:26][CH:25]=[CH:24][CH:23]=1. Given the reactants [Br:1][C:2]1[CH:3]=[N:4][CH:5]=[C:6]([CH:9]=1)[CH:7]=[O:8].[C:10]1([O:16][C:17](Cl)=[O:18])[CH:15]=[CH:14][CH:13]=[CH:12][CH:11]=1.[Br-].[CH2:21]([Zn+])[C:22]1[CH:27]=[CH:26][CH:25]=[CH:24][CH:23]=1.[Cl-].[NH4+], predict the reaction product.